This data is from Catalyst prediction with 721,799 reactions and 888 catalyst types from USPTO. The task is: Predict which catalyst facilitates the given reaction. (1) Reactant: CCCCCC.[S:7]1[CH:11]=[CH:10][C:9]2[CH:12]=[CH:13][CH:14]=[CH:15][C:8]1=2.[Br:16][C:17]1[CH:18]=[CH:19][C:20]([Cl:25])=[C:21]([CH:24]=1)[CH:22]=[O:23].[Cl-].[NH4+]. Product: [S:7]1[C:8]2[CH:15]=[CH:14][CH:13]=[CH:12][C:9]=2[CH:10]=[C:11]1[CH:22]([C:21]1[CH:24]=[C:17]([Br:16])[CH:18]=[CH:19][C:20]=1[Cl:25])[OH:23]. The catalyst class is: 7. (2) Reactant: [C:1]1([S:7]([N:10]2[CH2:15][CH2:14][CH:13]([CH2:16][N:17]3[C:25]4[C:20](=[CH:21][C:22]([C:26]5[CH:27]=[N:28][N:29](C6CCCCO6)[CH:30]=5)=[CH:23][CH:24]=4)[CH:19]=[CH:18]3)[CH2:12][CH2:11]2)(=[O:9])=[O:8])[CH:6]=[CH:5][CH:4]=[CH:3][CH:2]=1.C1(C)C=CC(S(O)(=O)=O)=CC=1.C(OCC)(=O)C. Product: [C:1]1([S:7]([N:10]2[CH2:11][CH2:12][CH:13]([CH2:16][N:17]3[C:25]4[C:20](=[CH:21][C:22]([C:26]5[CH:30]=[N:29][NH:28][CH:27]=5)=[CH:23][CH:24]=4)[CH:19]=[CH:18]3)[CH2:14][CH2:15]2)(=[O:9])=[O:8])[CH:2]=[CH:3][CH:4]=[CH:5][CH:6]=1. The catalyst class is: 5. (3) Reactant: [F:1][C:2]1[CH:7]=[CH:6][C:5]([N:8]2[C:11](=[O:12])[C@H:10]([S:13][CH2:14][C:15]([C:17]3[CH:22]=[CH:21][C:20]([F:23])=[CH:19][CH:18]=3)=[O:16])[C@H:9]2[C:24]2[CH:34]=[CH:33][C:27]([O:28][CH2:29]C(O)=O)=[CH:26][CH:25]=2)=[CH:4][CH:3]=1.Cl.C[O:37][C:38](=[O:45])[CH2:39][NH:40][C:41](=[O:44])[CH2:42][NH2:43].CN1CC[O:50][CH2:49]C1.CN(C(ON1N=NC2C=CC=CC1=2)=[N+](C)C)C.[B-](F)(F)(F)F.C1CN2C(=NCCC2)C1.C([O-])(=O)C.[NH4+]. Product: [F:1][C:2]1[CH:3]=[CH:4][C:5]([N:8]2[C:11](=[O:12])[C@H:10]([S:13][CH2:14][C:15]([C:17]3[CH:22]=[CH:21][C:20]([F:23])=[CH:19][CH:18]=3)=[O:16])[C@H:9]2[C:24]2[CH:25]=[CH:26][C:27]([O:28][CH2:29][C:49]([NH:43][CH2:42][C:41]([NH:40][CH2:39][C:38]([OH:37])=[O:45])=[O:44])=[O:50])=[CH:33][CH:34]=2)=[CH:6][CH:7]=1. The catalyst class is: 2. (4) Reactant: Br[C:2]1[CH:7]=[CH:6][C:5]([S:8][CH2:9][CH2:10][CH2:11][CH2:12][CH2:13][CH2:14][CH2:15][CH2:16][CH3:17])=[CH:4][CH:3]=1.[Li]CCCC.CN([CH:26]=[O:27])C. Product: [CH2:9]([S:8][C:5]1[CH:6]=[CH:7][C:2]([CH:26]=[O:27])=[CH:3][CH:4]=1)[CH2:10][CH2:11][CH2:12][CH2:13][CH2:14][CH2:15][CH2:16][CH3:17]. The catalyst class is: 1. (5) Reactant: [N+:1]([C:4]1[CH:5]=[CH:6][C:7]2[C:11]([CH:12]=1)=[N:10][N:9]([CH2:13][O:14][CH2:15][CH2:16][Si:17]([CH3:20])([CH3:19])[CH3:18])[CH:8]=2)([O-])=O.[H][H]. Product: [CH3:18][Si:17]([CH3:20])([CH3:19])[CH2:16][CH2:15][O:14][CH2:13][N:9]1[CH:8]=[C:7]2[C:11]([CH:12]=[C:4]([NH2:1])[CH:5]=[CH:6]2)=[N:10]1. The catalyst class is: 19. (6) Reactant: C(N(C(C)C)C([S:7][C:8]1[CH:9]=[N:10][CH:11]=[CH:12][C:13]=1[NH:14][C:15](=O)[C:16]1[C:21]([Cl:22])=[CH:20][CH:19]=[CH:18][C:17]=1[Cl:23])=S)(C)C.ClC1C=CC=C(Cl)C=1C(Cl)=O.C(N(C(C)C)C(SC1C=NC=CC=1N)=S)(C)C. Product: [Cl:23][C:17]1[CH:18]=[CH:19][CH:20]=[C:21]([Cl:22])[C:16]=1[C:15]1[S:7][C:8]2[CH:9]=[N:10][CH:11]=[CH:12][C:13]=2[N:14]=1. The catalyst class is: 2. (7) Reactant: [C:1]([O:5][C:6](=[O:30])[C@@H:7]([NH2:29])[CH2:8][S:9][C:10]([C:23]1[CH:28]=[CH:27][CH:26]=[CH:25][CH:24]=1)([C:17]1[CH:22]=[CH:21][CH:20]=[CH:19][CH:18]=1)[C:11]1[CH:16]=[CH:15][CH:14]=[CH:13][CH:12]=1)([CH3:4])([CH3:3])[CH3:2].[C:31](=N)([C:38]1[CH:43]=[CH:42][CH:41]=[CH:40][CH:39]=1)[C:32]1[CH:37]=[CH:36][CH:35]=[CH:34][CH:33]=1. Product: [C:1]([O:5][C:6](=[O:30])[C@@H:7]([N:29]=[C:31]([C:32]1[CH:37]=[CH:36][CH:35]=[CH:34][CH:33]=1)[C:38]1[CH:43]=[CH:42][CH:41]=[CH:40][CH:39]=1)[CH2:8][S:9][C:10]([C:23]1[CH:28]=[CH:27][CH:26]=[CH:25][CH:24]=1)([C:11]1[CH:16]=[CH:15][CH:14]=[CH:13][CH:12]=1)[C:17]1[CH:18]=[CH:19][CH:20]=[CH:21][CH:22]=1)([CH3:4])([CH3:2])[CH3:3]. The catalyst class is: 4. (8) Reactant: Cl.[NH2:2][C@H:3]1[CH2:7][C@@H:6]([N:8]2[CH:16]=[N:15][C:14]3[C:9]2=[N:10][CH:11]=[N:12][C:13]=3[NH:17][CH:18]2[CH2:22][CH2:21][CH2:20][CH2:19]2)[C@H:5]([OH:23])[C@@H:4]1[OH:24].CCN(C(C)C)C(C)C.[C:34](Cl)(=[O:37])[CH2:35][CH3:36]. Product: [CH:18]1([NH:17][C:13]2[N:12]=[CH:11][N:10]=[C:9]3[C:14]=2[N:15]=[CH:16][N:8]3[C@@H:6]2[CH2:7][C@H:3]([NH:2][C:34](=[O:37])[CH2:35][CH3:36])[C@@H:4]([OH:24])[C@H:5]2[OH:23])[CH2:22][CH2:21][CH2:20][CH2:19]1. The catalyst class is: 3.